Predict the reactants needed to synthesize the given product. From a dataset of Retrosynthesis with 50K atom-mapped reactions and 10 reaction types from USPTO. Given the product CCOC(=O)C1(CCCn2c(=O)ccc3ccc(OC)cc32)CCN(Cc2ccc3c(c2)OCCO3)CC1, predict the reactants needed to synthesize it. The reactants are: CCOC(=O)C1(CCCn2c(=O)ccc3ccc(OC)cc32)CCNCC1.O=Cc1ccc2c(c1)OCCO2.